This data is from Full USPTO retrosynthesis dataset with 1.9M reactions from patents (1976-2016). The task is: Predict the reactants needed to synthesize the given product. (1) Given the product [F:17][C:18]1[CH:19]=[CH:20][C:21]([S:24]([N:27]2[CH2:31][C@@H:30]3[C@@H:32]([NH:35][C:14](=[O:16])[C@@H:9]([NH:8][C:6](=[O:7])[O:5][C:1]([CH3:2])([CH3:3])[CH3:4])[CH2:10][C:11]([CH3:12])([CH3:13])[CH3:36])[CH2:33][CH2:34][C@@H:29]3[CH2:28]2)(=[O:25])=[O:26])=[CH:22][CH:23]=1, predict the reactants needed to synthesize it. The reactants are: [C:1]([O:5][C:6]([NH:8][C@H:9]([C:14]([OH:16])=O)[CH2:10][CH:11]([CH3:13])[CH3:12])=[O:7])([CH3:4])([CH3:3])[CH3:2].[F:17][C:18]1[CH:23]=[CH:22][C:21]([S:24]([N:27]2[CH2:31][C@@H:30]3[C@@H:32]([NH2:35])[CH2:33][CH2:34][C@@H:29]3[CH2:28]2)(=[O:26])=[O:25])=[CH:20][CH:19]=1.[CH2:36](N1C[C@@H]2[C@@H](N)CC[C@@H]2C1)C1C=CC=CC=1. (2) The reactants are: [NH2:1][C:2]1[C:11]2[C:6](=[CH:7][CH:8]=[C:9]([O:12][CH3:13])[CH:10]=2)[N:5]=[CH:4][CH:3]=1.C([C:21]1[NH:22][CH:23]=[CH:24][N:25]=1)([C:21]1[NH:22][CH:23]=[CH:24][N:25]=1)=O.[CH2:26]([OH:28])C. Given the product [N:22]1([C:26]([NH:1][C:2]2[C:11]3[C:6](=[CH:7][CH:8]=[C:9]([O:12][CH3:13])[CH:10]=3)[N:5]=[CH:4][CH:3]=2)=[O:28])[CH:23]=[CH:24][N:25]=[CH:21]1, predict the reactants needed to synthesize it.